Task: Predict the product of the given reaction.. Dataset: Forward reaction prediction with 1.9M reactions from USPTO patents (1976-2016) (1) Given the reactants ICC(ON1C(=O)CCC1=O)=O.Cl.[OH:14][CH:15]1[O:23][C@H:22]([CH2:24][OH:25])[C@@H:20]([OH:21])[C@H:18]([OH:19])[C@H:16]1[NH2:17].[OH-].[Na+].SCCC[SiH3], predict the reaction product. The product is: [OH:14][CH:15]1[O:23][C@H:22]([CH2:24][OH:25])[C@@H:20]([OH:21])[C@H:18]([OH:19])[C@H:16]1[NH2:17]. (2) Given the reactants [C:1]([C:3]1[O:7][C:6]([CH3:8])=[N:5][C:4]=1[C:9]1[CH:14]=[CH:13][C:12]([F:15])=[CH:11][CH:10]=1)#[N:2].C(OCC)(=O)C.[ClH:22], predict the reaction product. The product is: [ClH:22].[ClH:22].[NH2:2][CH2:1][C:3]1[O:7][C:6]([CH3:8])=[N:5][C:4]=1[C:9]1[CH:14]=[CH:13][C:12]([F:15])=[CH:11][CH:10]=1.